Dataset: Forward reaction prediction with 1.9M reactions from USPTO patents (1976-2016). Task: Predict the product of the given reaction. (1) Given the reactants Br[CH2:2][C:3]([C:5]1[CH:6]=[N:7][C:8]([Br:11])=[CH:9][CH:10]=1)=O.[CH:12]1([CH2:15][NH:16][C:17]([NH2:19])=[S:18])[CH2:14][CH2:13]1.C(=O)(O)[O-].[Na+], predict the reaction product. The product is: [Br:11][C:8]1[N:7]=[CH:6][C:5]([C:3]2[N:19]=[C:17]([NH:16][CH2:15][CH:12]3[CH2:14][CH2:13]3)[S:18][CH:2]=2)=[CH:10][CH:9]=1. (2) Given the reactants [NH:1]1[CH:5]=[CH:4][N:3]=[CH:2]1.Br[CH2:7][CH2:8][CH2:9][CH2:10][Cl:11].[OH-].[Na+].O, predict the reaction product. The product is: [Cl:11][CH2:10][CH2:9][CH2:8][CH2:7][N:1]1[CH:5]=[CH:4][N:3]=[CH:2]1.